Dataset: Forward reaction prediction with 1.9M reactions from USPTO patents (1976-2016). Task: Predict the product of the given reaction. (1) Given the reactants [CH2:1]([O:3][C:4]([C:6]1([C:9]2[CH:14]=[CH:13][C:12]([C:15]3[CH:20]=[CH:19][C:18]([C:21]4[S:22][C:23]([Cl:29])=[CH:24][C:25]=4C(=O)N)=[CH:17][C:16]=3[N+:30]([O-:32])=[O:31])=[CH:11][CH:10]=2)[CH2:8][CH2:7]1)=[O:5])[CH3:2].[N:33]1[CH:38]=CC=CC=1.FC(F)(F)C(OI(C1C=CC=CC=1)OC(=O)C(F)(F)F)=[O:42].[F:60][C:61]1[CH:66]=[CH:65][C:64]([C@H:67]([OH:69])[CH3:68])=[CH:63][CH:62]=1, predict the reaction product. The product is: [CH2:1]([O:3][C:4]([C:6]1([C:9]2[CH:10]=[CH:11][C:12]([C:15]3[CH:20]=[CH:19][C:18]([C:21]4[S:22][C:23]([Cl:29])=[CH:24][C:25]=4[NH:33][C:38]([O:69][C@@H:67]([C:64]4[CH:65]=[CH:66][C:61]([F:60])=[CH:62][CH:63]=4)[CH3:68])=[O:42])=[CH:17][C:16]=3[N+:30]([O-:32])=[O:31])=[CH:13][CH:14]=2)[CH2:8][CH2:7]1)=[O:5])[CH3:2]. (2) Given the reactants C([O:3][C:4](=[O:33])[CH2:5][N:6]1[C:14]2[C:9](=[CH:10][C:11]([F:15])=[CH:12][CH:13]=2)[C:8]([CH2:16][C:17]2[C:18]([S:23]([C:26]3[CH:31]=[CH:30][CH:29]=[CH:28][CH:27]=3)(=[O:25])=[O:24])=[N:19][CH:20]=[CH:21][CH:22]=2)=[C:7]1[CH3:32])C.[OH-].[K+], predict the reaction product. The product is: [C:26]1([S:23]([C:18]2[C:17]([CH2:16][C:8]3[C:9]4[C:14](=[CH:13][CH:12]=[C:11]([F:15])[CH:10]=4)[N:6]([CH2:5][C:4]([OH:33])=[O:3])[C:7]=3[CH3:32])=[CH:22][CH:21]=[CH:20][N:19]=2)(=[O:25])=[O:24])[CH:31]=[CH:30][CH:29]=[CH:28][CH:27]=1. (3) Given the reactants [CH3:1][O:2][C:3]1[CH:4]=[C:5]([CH:19]=[CH:20][C:21]=1[O:22][CH3:23])[CH2:6][CH:7]1[C:16]2[C:11](=[CH:12][C:13]([O:17][CH3:18])=[CH:14][CH:15]=2)[CH2:10][CH2:9][NH:8]1.Br[CH2:25][C:26](Br)=[O:27].[NH2:29][CH:30]1[C:38]2[C:33](=[CH:34][CH:35]=[CH:36][CH:37]=2)[CH2:32][CH2:31]1, predict the reaction product. The product is: [CH3:1][O:2][C:3]1[CH:4]=[C:5]([CH:19]=[CH:20][C:21]=1[O:22][CH3:23])[CH2:6][CH:7]1[C:16]2[C:11](=[CH:12][C:13]([O:17][CH3:18])=[CH:14][CH:15]=2)[CH2:10][CH2:9][N:8]1[CH2:25][C:26]([NH:29][CH:30]1[C:38]2[C:33](=[CH:34][CH:35]=[CH:36][CH:37]=2)[CH2:32][CH2:31]1)=[O:27]. (4) Given the reactants [C:1]([O:5][C:6](=[O:21])[NH:7][C:8]1[CH:13]=[C:12]([N:14]([CH:16]([CH3:18])[CH3:17])[CH3:15])[C:11]([Cl:19])=[CH:10][C:9]=1[NH2:20])([CH3:4])([CH3:3])[CH3:2].C([O:26][C:27](=O)[CH2:28][C:29](=[O:49])[C:30]1[CH:35]=[CH:34][CH:33]=[C:32]([N:36]2[C:40]([CH2:41][O:42][CH:43]3[CH2:48][CH2:47][CH2:46][CH2:45][O:44]3)=[CH:39][N:38]=[N:37]2)[CH:31]=1)(C)(C)C, predict the reaction product. The product is: [C:1]([O:5][C:6](=[O:21])[NH:7][C:8]1[CH:13]=[C:12]([N:14]([CH:16]([CH3:17])[CH3:18])[CH3:15])[C:11]([Cl:19])=[CH:10][C:9]=1[NH:20][C:27](=[O:26])[CH2:28][C:29](=[O:49])[C:30]1[CH:35]=[CH:34][CH:33]=[C:32]([N:36]2[C:40]([CH2:41][O:42][CH:43]3[CH2:48][CH2:47][CH2:46][CH2:45][O:44]3)=[CH:39][N:38]=[N:37]2)[CH:31]=1)([CH3:3])([CH3:2])[CH3:4].